From a dataset of Catalyst prediction with 721,799 reactions and 888 catalyst types from USPTO. Predict which catalyst facilitates the given reaction. (1) Reactant: [NH2:1][C:2]1[N:10]=[C:9]([O:11][CH2:12][CH2:13][CH2:14][CH3:15])[N:8]=[C:7]2[C:3]=1[N:4]=[C:5]([O:20][CH3:21])[N:6]2[CH2:16][CH2:17][CH2:18][OH:19].C(N(CC)CC)C.[CH3:29][S:30](Cl)(=[O:32])=[O:31].O. Product: [CH3:29][S:30]([O:19][CH2:18][CH2:17][CH2:16][N:6]1[C:5]([O:20][CH3:21])=[N:4][C:3]2[C:7]1=[N:8][C:9]([O:11][CH2:12][CH2:13][CH2:14][CH3:15])=[N:10][C:2]=2[NH2:1])(=[O:32])=[O:31]. The catalyst class is: 37. (2) Reactant: [CH3:1][NH:2][CH:3]1[CH2:7][CH2:6][N:5]([CH3:8])[CH2:4]1.Cl[C:10]1[N:15]=[C:14]([O:16][CH3:17])[C:13]([N+:18]([O-:20])=[O:19])=[C:12]([O:21][CH3:22])[N:11]=1.CCOC(C)=O. Product: [CH3:22][O:21][C:12]1[C:13]([N+:18]([O-:20])=[O:19])=[C:14]([O:16][CH3:17])[N:15]=[C:10]([N:2]([CH3:1])[CH:3]2[CH2:7][CH2:6][N:5]([CH3:8])[CH2:4]2)[N:11]=1. The catalyst class is: 8.